From a dataset of Buchwald-Hartwig C-N cross coupling reaction yields with 55,370 reactions. Predict the reaction yield, written as a fraction of the theoretical maximum amount of product (1.0 means a 100% yield; for example, 0.34 means a 34% yield). The reactants are CCc1ccc(I)cc1.Cc1ccc(N)cc1.O=S(=O)(O[Pd]1c2ccccc2-c2ccccc2N~1)C(F)(F)F.CC(C)c1cc(C(C)C)c(-c2ccccc2P(C2CCCCC2)C2CCCCC2)c(C(C)C)c1.CN(C)C(=NC(C)(C)C)N(C)C.c1ccc(CN(Cc2ccccc2)c2ccno2)cc1. No catalyst specified. The product is CCc1ccc(Nc2ccc(C)cc2)cc1. The yield is 0.159.